This data is from Forward reaction prediction with 1.9M reactions from USPTO patents (1976-2016). The task is: Predict the product of the given reaction. (1) The product is: [Cl:15][C:9]1[C:10]([Cl:14])=[CH:11][CH:12]=[CH:13][C:8]=1[C:6]1[N:5]=[C:4]([NH2:16])[N:3]=[C:2]([NH:28][CH2:27][CH:18]2[O:17][C:22]3[CH:23]=[CH:24][CH:25]=[CH:26][C:21]=3[O:20][CH2:19]2)[CH:7]=1. Given the reactants Cl[C:2]1[CH:7]=[C:6]([C:8]2[CH:13]=[CH:12][CH:11]=[C:10]([Cl:14])[C:9]=2[Cl:15])[N:5]=[C:4]([NH2:16])[N:3]=1.[O:17]1[C:22]2[CH:23]=[CH:24][CH:25]=[CH:26][C:21]=2[O:20][CH2:19][CH:18]1[CH2:27][NH2:28].C(N(CC)CC)C, predict the reaction product. (2) Given the reactants [OH:1][C:2]1[CH:7]=[CH:6][C:5]([C:8]2[CH:13]=[C:12]([C:14]3[CH:19]=[CH:18][CH:17]=[CH:16][C:15]=3[CH:20]([CH3:22])[CH3:21])[NH:11][C:10](=O)[N:9]=2)=[CH:4][C:3]=1[CH3:24].ClC1C(Cl)=CC=CC=1C=O.C(C1C=CC=CC=1C=O)(C)C, predict the reaction product. The product is: [OH:1][C:2]1[CH:7]=[CH:6][C:5]([C:8]2[CH:13]=[C:12]([C:14]3[CH:19]=[CH:18][CH:17]=[CH:16][C:15]=3[CH:20]([CH3:21])[CH3:22])[N:11]=[CH:10][N:9]=2)=[CH:4][C:3]=1[CH3:24].